Task: Predict the reactants needed to synthesize the given product.. Dataset: Full USPTO retrosynthesis dataset with 1.9M reactions from patents (1976-2016) Given the product [F:1][CH:2]([F:30])[O:3][C:4]1[CH:9]=[CH:8][C:7]([C@@H:10]([N:12]2[CH2:17][CH2:16][C@:15]([CH2:18][CH2:19][CH2:20][NH:35][S:32]([CH3:31])(=[O:34])=[O:33])([C:22]3[CH:27]=[CH:26][C:25]([F:28])=[CH:24][CH:23]=3)[O:14][C:13]2=[O:29])[CH3:11])=[CH:6][CH:5]=1, predict the reactants needed to synthesize it. The reactants are: [F:1][CH:2]([F:30])[O:3][C:4]1[CH:9]=[CH:8][C:7]([C@@H:10]([N:12]2[CH2:17][CH2:16][C@@:15]([C:22]3[CH:27]=[CH:26][C:25]([F:28])=[CH:24][CH:23]=3)([CH2:18][CH2:19][CH2:20]O)[O:14][C:13]2=[O:29])[CH3:11])=[CH:6][CH:5]=1.[CH3:31][S:32]([NH2:35])(=[O:34])=[O:33].